The task is: Predict which catalyst facilitates the given reaction.. This data is from Catalyst prediction with 721,799 reactions and 888 catalyst types from USPTO. (1) Product: [C:19]([OH:26])(=[O:25])/[CH:20]=[CH:21]/[C:22]([OH:24])=[O:23].[Cl:1][C:2]1[CH:3]=[C:4]([C:9]2([C:15]([O:17][CH3:18])=[O:16])[CH2:11][CH:10]2[CH2:12][NH:13][CH3:14])[CH:5]=[CH:6][C:7]=1[Cl:8]. Reactant: [Cl:1][C:2]1[CH:3]=[C:4]([C:9]2([C:15]([O:17][CH3:18])=[O:16])[CH2:11][CH:10]2[CH2:12][NH:13][CH3:14])[CH:5]=[CH:6][C:7]=1[Cl:8].[C:19]([OH:26])(=[O:25])/[CH:20]=[CH:21]/[C:22]([OH:24])=[O:23]. The catalyst class is: 32. (2) Reactant: [CH2:1]([O:8][C:9]1[CH:10]=[C:11]2[C:16](=[CH:17][CH:18]=1)[CH:15](O)[CH:14]([Br:20])[CH2:13][CH2:12]2)[C:2]1[CH:7]=[CH:6][CH:5]=[CH:4][CH:3]=1.O.C1(C)C=CC(S(O)(=O)=O)=CC=1.C1(C)C=CC=CC=1. Product: [CH2:1]([O:8][C:9]1[CH:10]=[C:11]2[C:16]([CH:15]=[C:14]([Br:20])[CH2:13][CH2:12]2)=[CH:17][CH:18]=1)[C:2]1[CH:3]=[CH:4][CH:5]=[CH:6][CH:7]=1. The catalyst class is: 521.